Dataset: B-cell epitopes from PDB crystal structures with 447 antigens. Task: Token-level Classification. Given an antigen amino acid sequence, predict which amino acid positions are active epitope sites capable of antibody binding. Output is a list of indices for active positions. (1) Given the antigen sequence: EVVLVNVTENFNWCKNDMVEQMHEDICSLWDQSLKPCVKLTPLCVGAGSCNTSVITQACPKVSFEPIPIHYCAPAGFAILKCNNKTFNGTGPCTNVSTVQCTHGIRPVVSSQLLLNGSLAEEEVVIRSCNFTDNAKTIIVQLNTSVEINCTGAGHCNIARAKWNNTLKQIASKLREQFGNNKTIIFKQSSGGDPEIVTHWFNCGGEFFYCNSTQLFNSTWFNGSDTITLPCRIKQIINMWCKVGKMMYAPPISGQIRCSSNITGLLLTRDGGNSNNESEIFRPGGGDMRDNWRSELYKYKVVKI, which amino acid positions are active epitope sites? The epitope positions are: [36, 37, 39, 53, 55, 56, 58, 231, 233, 234, 235, 246, 249]. The amino acids at these positions are: CVLVTQCRKQIMP. (2) Given the antigen sequence: DLTVEPNLHSLITSTTHKWIFVGGKGGVGKTTSSCSIAIQMALSQPNKQFLLISTNPAHNLSDAFGEKFGKDARKVTGMNNLSCMEIDPSAALKDMNLADLTGSIPGIDEALSFMEVMKHIKRQEQGEGETFDTVIFDTAPTGHTLRFLQLPNTLSKLLEKFGEITNKDISGKLNELKANVETIRQQFTDPDLTTFVCVCISEFLSLYETERLIQELISYDMDVNSIIVNQLLFAEEHNCKRCQARWKMQKKYLDQIDELYEDFHVVKMPLCAGEIRGLNNLTKFSQFLNKEYNPITDGKVIYELE, which amino acid positions are active epitope sites? The epitope positions are: [0, 61, 62, 64, 65, 66, 67, 73, 203, 207, 210, 211, 213, 214, 217, 255, 258, 259, 260, 261... (23 total positions)]. The amino acids at these positions are: DSDFGEKRFYERIQIQELYEDFR. (3) Given the antigen sequence: SQPDPKPDELHKSSKFTGLMENMKVLYDDNHVSAINVKSIDQFLYFDLIYSIKDTKDNVRVEFKNKDLADKYKDKYVDVFGANYYYQCYFSRKTCMYGGVTEHNGNQLDKYRSITVRVFEDGKNLLSFDVQTNKKKVTAQELDYLTRHYLVKNKKLYEFNNSPYETGYIKFIENENSFWYDMMPAPGDKFDQSKYLMMYNDNKMVDSKDVKIEVYLTTKK, which amino acid positions are active epitope sites? The epitope positions are: [3, 4, 6, 104, 106, 107, 108, 109, 110, 111, 112, 116, 118, 120, 121, 122, 123, 125, 126, 130... (29 total positions)]. The amino acids at these positions are: DPPGQLDKYRSRFDGKNLSQKYKINKKEY. (4) Given the antigen sequence: GVAPLHLGKCNIAGWILGNPECETASSWSYIVETSDNGTCYPGDFIDYEELREQLSSVSSFERFEIFPKTSSWPNHDSNKGVTAACPHAGAKSFYKNLIWLVKKGNSYPKLSKSYINDKGKEVLVLWGIHHPSTSADQQSLYQNADAYVFVGSSRYSKKFKPEIAIRPKVRDQEGRMNYYWTLVEPGDKITFEATGNLVVPRYAFAMERN, which amino acid positions are active epitope sites? The epitope positions are: [79, 81, 82, 83, 89, 90, 91, 99, 135, 136, 138, 139, 140, 168, 171, 172]. The amino acids at these positions are: KVTAGAKWADQSLKDQ.